This data is from Forward reaction prediction with 1.9M reactions from USPTO patents (1976-2016). The task is: Predict the product of the given reaction. (1) Given the reactants Cl[C:2]1[CH:3]=[CH:4][C:5]([N+:9]([O-:11])=[O:10])=[C:6]([CH:8]=1)[NH2:7].[CH3:12][O-:13].[Na+], predict the reaction product. The product is: [CH3:12][O:13][C:2]1[CH:3]=[CH:4][C:5]([N+:9]([O-:11])=[O:10])=[C:6]([CH:8]=1)[NH2:7]. (2) Given the reactants [Si:1]([O:8][C@H:9]1[CH2:17][CH2:16][CH2:15][C@@:14]2([CH3:18])[C@H:10]1[CH2:11][CH2:12][C@@H:13]2[C@H:19]([CH3:22])[CH2:20][OH:21])([C:4]([CH3:7])([CH3:6])[CH3:5])([CH3:3])[CH3:2].C[N+]1([O-])CCOCC1.[CH3:31][Si:32]([CH3:50])([CH3:49])[O:33][C:34]([CH3:48])([CH3:47])[C@H:35]([CH3:46])[CH2:36]S(C1C=CC=CC=1)(=O)=O, predict the reaction product. The product is: [Si:1]([O:8][C@H:9]1[CH2:17][CH2:16][CH2:15][C@@:14]2([CH3:18])[C@H:10]1[CH2:11][CH2:12][C@@H:13]2[C@@H:19]([CH:20]([OH:21])[CH2:36][C@@H:35]([CH3:46])[C:34]([CH3:48])([O:33][Si:32]([CH3:50])([CH3:31])[CH3:49])[CH3:47])[CH3:22])([C:4]([CH3:7])([CH3:6])[CH3:5])([CH3:3])[CH3:2]. (3) Given the reactants [Br:1]N1C(=O)CCC1=O.C1(P(C2C=CC=CC=2)C2C=CC=CC=2)C=CC=CC=1.[CH3:28][O:29][C:30]1[CH:31]=[C:32]([CH2:36][O:37][CH2:38][CH2:39]O)[CH:33]=[CH:34][CH:35]=1, predict the reaction product. The product is: [Br:1][CH2:39][CH2:38][O:37][CH2:36][C:32]1[CH:33]=[CH:34][CH:35]=[C:30]([O:29][CH3:28])[CH:31]=1.